Dataset: Peptide-MHC class II binding affinity with 134,281 pairs from IEDB. Task: Regression. Given a peptide amino acid sequence and an MHC pseudo amino acid sequence, predict their binding affinity value. This is MHC class II binding data. (1) The peptide sequence is YEVRAELPGVDPDKD. The MHC is HLA-DQA10501-DQB10201 with pseudo-sequence HLA-DQA10501-DQB10201. The binding affinity (normalized) is 0.630. (2) The peptide sequence is SSCEVALSYYPTPLA. The MHC is DRB1_1602 with pseudo-sequence DRB1_1602. The binding affinity (normalized) is 0.351. (3) The peptide sequence is SCTMPPVSFHGSDGC. The MHC is HLA-DQA10303-DQB10402 with pseudo-sequence HLA-DQA10303-DQB10402. The binding affinity (normalized) is 0. (4) The peptide sequence is GELELQFRRVKCKYP. The MHC is DRB4_0101 with pseudo-sequence DRB4_0103. The binding affinity (normalized) is 0.317. (5) The peptide sequence is YDKFLANVITVLTGK. The MHC is DRB1_0405 with pseudo-sequence DRB1_0405. The binding affinity (normalized) is 0.797.